Dataset: Reaction yield outcomes from USPTO patents with 853,638 reactions. Task: Predict the reaction yield, written as a fraction of the theoretical maximum amount of product (1.0 means a 100% yield; for example, 0.34 means a 34% yield). (1) The reactants are [N:1]1[CH:6]=[CH:5][CH:4]=[C:3]([CH2:7][C:8]([O:10][CH2:11][CH3:12])=[O:9])[N:2]=1.[N:13]([O-])=[O:14].[Na+]. The catalyst is C(O)(=O)C.O. The product is [OH:14]/[N:13]=[C:7](\[C:3]1[N:2]=[N:1][CH:6]=[CH:5][CH:4]=1)/[C:8]([O:10][CH2:11][CH3:12])=[O:9]. The yield is 0.470. (2) The reactants are Cl[C:2]1[N:7]=[C:6]([NH:8][CH:9]2[CH2:25][CH2:24][C:12]3([CH2:16][N:15]([C:17]([O:19][C:20]([CH3:23])([CH3:22])[CH3:21])=[O:18])[CH2:14][CH2:13]3)[CH2:11][CH2:10]2)[C:5]([CH3:26])=[CH:4][N:3]=1.Cl.[CH3:28][N:29]1[CH:33]=[C:32]([NH2:34])[CH:31]=[N:30]1.CCN(C(C)C)C(C)C. The catalyst is CCCCO. The product is [CH3:26][C:5]1[C:6]([NH:8][CH:9]2[CH2:25][CH2:24][C:12]3([CH2:16][N:15]([C:17]([O:19][C:20]([CH3:23])([CH3:22])[CH3:21])=[O:18])[CH2:14][CH2:13]3)[CH2:11][CH2:10]2)=[N:7][C:2]([NH:34][C:32]2[CH:31]=[N:30][N:29]([CH3:28])[CH:33]=2)=[N:3][CH:4]=1. The yield is 1.00. (3) The reactants are [C:1]([C:5]1[C:10]([N+:11]([O-])=O)=[CH:9][C:8]([OH:14])=[C:7]([Cl:15])[CH:6]=1)([CH3:4])([CH3:3])[CH3:2]. The catalyst is CO.[Ni]. The product is [C:1]([C:5]1[C:10]([NH2:11])=[CH:9][C:8]([OH:14])=[C:7]([Cl:15])[CH:6]=1)([CH3:4])([CH3:2])[CH3:3]. The yield is 0.780. (4) The reactants are C[C@@H:2]1[CH2:7][C:6]([CH2:14][CH2:15][CH2:16][O:17][CH2:18][C:19]2[CH:24]=[CH:23][C:22]([O:25][CH3:26])=[CH:21][CH:20]=2)([C:8]2[CH:13]=[CH:12][CH:11]=[CH:10][CH:9]=2)[O:5][C:4](=[O:27])[N:3]1[C@H:28]([C:30]1[CH:35]=[CH:34][C:33]([CH2:36][C:37]([OH:40])([CH3:39])[CH3:38])=[CH:32][CH:31]=1)[CH3:29].O=[N+]([O-])[O-].[O-][N+](=O)[O-].[O-][N+](=O)[O-].[O-][N+](=O)[O-].[O-][N+](=O)[O-].[O-][N+](=O)[O-].[Ce+4].[NH4+].[NH4+]. The catalyst is C(Cl)Cl.O. The product is [OH:40][C:37]([CH3:38])([CH3:39])[CH2:36][C:33]1[CH:34]=[CH:35][C:30]([C@@H:28]([N:3]2[CH2:2][CH2:7][C@:6]([CH2:14][CH2:15][CH2:16][O:17][CH2:18][C:19]3[CH:20]=[CH:21][C:22]([O:25][CH3:26])=[CH:23][CH:24]=3)([C:8]3[CH:13]=[CH:12][CH:11]=[CH:10][CH:9]=3)[O:5][C:4]2=[O:27])[CH3:29])=[CH:31][CH:32]=1. The yield is 0.100. (5) The reactants are [CH3:1][O:2][C:3]([C:5]1[S:6][C:7]([Br:27])=[CH:8][C:9]=1[N:10]([C:18]([C@H:20]1[CH2:25][CH2:24][C@H:23]([CH3:26])[CH2:22][CH2:21]1)=[O:19])[CH:11]1[CH2:16][CH2:15][C:14](=[O:17])[CH2:13][CH2:12]1)=[O:4].[BH4-].[Na+].CCCCCC.CCOC(C)=O.Cl. The catalyst is CO. The product is [CH3:1][O:2][C:3]([C:5]1[S:6][C:7]([Br:27])=[CH:8][C:9]=1[N:10]([C@H:11]1[CH2:12][CH2:13][C@H:14]([OH:17])[CH2:15][CH2:16]1)[C:18]([C@H:20]1[CH2:21][CH2:22][C@H:23]([CH3:26])[CH2:24][CH2:25]1)=[O:19])=[O:4]. The yield is 0.770. (6) The reactants are [CH:1]1([CH2:6][CH:7]([C:11]2[CH:16]=[CH:15][C:14]([N+:17]([O-:19])=[O:18])=[CH:13][CH:12]=2)[C:8]([OH:10])=O)[CH2:5][CH2:4][CH2:3][CH2:2]1.C(Cl)(=O)C(Cl)=O.[NH2:26][C:27]1[CH:32]=[CH:31][CH:30]=[CH:29][N:28]=1.C(N(CC)C(C)C)(C)C. The catalyst is C(Cl)Cl.CN(C)C=O.O1CCCC1. The product is [CH:1]1([CH2:6][CH:7]([C:11]2[CH:16]=[CH:15][C:14]([N+:17]([O-:19])=[O:18])=[CH:13][CH:12]=2)[C:8]([NH:26][C:27]2[CH:32]=[CH:31][CH:30]=[CH:29][N:28]=2)=[O:10])[CH2:2][CH2:3][CH2:4][CH2:5]1. The yield is 0.409. (7) The reactants are [C:1]([OH:7])(=[O:6])[CH2:2][C:3]([OH:5])=[O:4].[Cl:8][C:9]1[CH:14]=[C:13]([Cl:15])[CH:12]=[C:11]([Cl:16])[C:10]=1O.P(Cl)(Cl)(Cl)=O. No catalyst specified. The product is [Cl:8][C:9]1[CH:14]=[C:13]([Cl:15])[CH:12]=[C:11]([Cl:16])[C:10]=1[O:4][C:3](=[O:5])[CH2:2][C:1]([O:7][C:10]1[C:9]([Cl:8])=[CH:14][C:13]([Cl:15])=[CH:12][C:11]=1[Cl:16])=[O:6]. The yield is 0.950.